From a dataset of Peptide-MHC class I binding affinity with 185,985 pairs from IEDB/IMGT. Regression. Given a peptide amino acid sequence and an MHC pseudo amino acid sequence, predict their binding affinity value. This is MHC class I binding data. (1) The binding affinity (normalized) is 0.0847. The peptide sequence is RPRIRLSAP. The MHC is HLA-B58:01 with pseudo-sequence HLA-B58:01. (2) The peptide sequence is GMSLLEYGV. The MHC is HLA-A02:03 with pseudo-sequence HLA-A02:03. The binding affinity (normalized) is 0.695. (3) The peptide sequence is NEYRQYLDAY. The MHC is HLA-B44:03 with pseudo-sequence HLA-B44:03. The binding affinity (normalized) is 0.591. (4) The peptide sequence is SQISNTEMY. The MHC is HLA-A02:01 with pseudo-sequence HLA-A02:01. The binding affinity (normalized) is 0.213. (5) The peptide sequence is YSRPWNWTF. The MHC is HLA-B08:01 with pseudo-sequence HLA-B08:01. The binding affinity (normalized) is 0.304. (6) The peptide sequence is DEFLKVPEW. The MHC is HLA-B51:01 with pseudo-sequence HLA-B51:01. The binding affinity (normalized) is 0.0847.